Dataset: Forward reaction prediction with 1.9M reactions from USPTO patents (1976-2016). Task: Predict the product of the given reaction. Given the reactants Cl[C:2]1[CH:3]=[C:4]2[C:9](=[N:10][CH:11]=1)[NH:8][C:7](=[O:12])[C:6]1[CH:13]=[CH:14][CH:15]=[CH:16][C:5]2=1.N[C:18]1[CH:23]=[CH:22][CH:21]=[CH:20][CH:19]=1.C1(P(C2CCCCC2)C2C=CC=CC=2C2C(C(C)C)=CC(C(C)C)=CC=2C(C)C)CCCCC1.C[C:59](C)([O-:61])C.[Na+].[O:64]1CCOC[CH2:65]1, predict the reaction product. The product is: [CH3:65][O:64][C:59](=[O:61])[C:18]1[CH:23]=[CH:22][CH:21]=[CH:20][C:19]=1[C:2]1[CH:3]=[C:4]2[C:9](=[N:10][CH:11]=1)[NH:8][C:7](=[O:12])[C:6]1[CH:13]=[CH:14][CH:15]=[CH:16][C:5]2=1.